Dataset: Full USPTO retrosynthesis dataset with 1.9M reactions from patents (1976-2016). Task: Predict the reactants needed to synthesize the given product. (1) Given the product [Cl:1][C:2]1[CH:3]=[CH:4][C:5]([C:28]#[N:29])=[C:6]([C:8]2[C:13]([O:14][CH3:15])=[CH:12][N:11]([CH:16]([CH2:20][CH:21]3[CH2:26][CH2:25][CH2:24][CH2:23][O:22]3)[C:17]([NH:43][C:39]3[CH:40]=[CH:31][CH:32]=[CH:33][C:34]=3[C:35]([O:37][CH3:38])=[O:36])=[O:18])[C:10](=[O:27])[CH:9]=2)[CH:7]=1, predict the reactants needed to synthesize it. The reactants are: [Cl:1][C:2]1[CH:3]=[CH:4][C:5]([C:28]#[N:29])=[C:6]([C:8]2[C:13]([O:14][CH3:15])=[CH:12][N:11]([CH:16]([CH2:20][CH:21]3[CH2:26][CH2:25][CH2:24][CH2:23][O:22]3)[C:17](O)=[O:18])[C:10](=[O:27])[CH:9]=2)[CH:7]=1.N[C:31]1[CH:40]=[CH:39][C:34]([C:35]([O:37][CH3:38])=[O:36])=[CH:33][CH:32]=1.CC(C)[N:43]=C=NC(C)C. (2) Given the product [C:22]([O:21][C:19]([N:16]1[CH2:17][CH2:18][CH:13]([CH2:12][CH2:11][N:10]([C@@H:8]2[CH2:9][C@H:7]2[C:1]2[CH:6]=[CH:5][CH:4]=[CH:3][CH:2]=2)[C:35](=[O:36])[C:34]([F:45])([F:44])[F:33])[CH2:14][CH2:15]1)=[O:20])([CH3:25])([CH3:24])[CH3:23], predict the reactants needed to synthesize it. The reactants are: [C:1]1([C@@H:7]2[CH2:9][C@H:8]2[NH:10][CH2:11][CH2:12][CH:13]2[CH2:18][CH2:17][N:16]([C:19]([O:21][C:22]([CH3:25])([CH3:24])[CH3:23])=[O:20])[CH2:15][CH2:14]2)[CH:6]=[CH:5][CH:4]=[CH:3][CH:2]=1.C(N(CC)CC)C.[F:33][C:34]([F:45])([F:44])[C:35](O[C:35](=[O:36])[C:34]([F:45])([F:44])[F:33])=[O:36]. (3) Given the product [NH2:20][C:14]1[CH:15]=[C:16]([CH:17]2[CH2:19][CH2:18]2)[C:11]([C:7]2[CH:6]=[C:5]3[C:10](=[CH:9][CH:8]=2)[O:1][CH2:2][CH2:3][CH2:4]3)=[C:12]([CH:24]([O:29][CH:30]2[CH2:31][CH2:32]2)[C:25]([O:27][CH3:28])=[O:26])[C:13]=1[CH3:23], predict the reactants needed to synthesize it. The reactants are: [O:1]1[C:10]2[C:5](=[CH:6][C:7]([C:11]3[C:16]([CH:17]4[CH2:19][CH2:18]4)=[CH:15][C:14]([N+:20]([O-])=O)=[C:13]([CH3:23])[C:12]=3[CH:24]([O:29][CH:30]3[CH2:32][CH2:31]3)[C:25]([O:27][CH3:28])=[O:26])=[CH:8][CH:9]=2)[CH2:4][CH2:3][CH2:2]1. (4) Given the product [Cl:1][CH2:2][CH2:3][CH2:4][O:5][C:6]1[CH:11]=[CH:10][C:9]([C:12]2[N:13]=[C:14]3[CH:19]=[CH:18][CH:17]=[CH:16][N:15]3[CH:20]=2)=[CH:8][CH:7]=1, predict the reactants needed to synthesize it. The reactants are: [Cl:1][CH2:2][CH2:3][CH2:4][O:5][C:6]1[CH:11]=[CH:10][C:9]([C:12]2[N:13]=[C:14]3[CH2:19][CH2:18][CH2:17][CH2:16][N:15]3[CH:20]=2)=[CH:8][CH:7]=1. (5) Given the product [NH2:7][C:6]1[C:5]([F:9])=[CH:4][C:3]([F:10])=[C:2]([C:21]2[CH:20]=[CH:19][C:14]([C:15]([O:17][CH3:18])=[O:16])=[CH:13][C:12]=2[CH3:11])[CH:8]=1, predict the reactants needed to synthesize it. The reactants are: Br[C:2]1[C:3]([F:10])=[CH:4][C:5]([F:9])=[C:6]([CH:8]=1)[NH2:7].[CH3:11][C:12]1[CH:13]=[C:14]([CH:19]=[CH:20][C:21]=1B1OC(C)(C)C(C)(C)O1)[C:15]([O:17][CH3:18])=[O:16].C(=O)([O-])[O-].[Na+].[Na+].